From a dataset of Reaction yield outcomes from USPTO patents with 853,638 reactions. Predict the reaction yield, written as a fraction of the theoretical maximum amount of product (1.0 means a 100% yield; for example, 0.34 means a 34% yield). (1) The reactants are C1(=O)[N:5]([CH2:6][CH2:7][CH2:8][O:9][C:10]2[CH:11]=[CH:12][C:13]3[CH2:14][C@H:15]4[N:27]([CH3:28])[CH2:26][CH2:25][C@:21]56[C:22]=3[C:23]=2[O:24][C@H:20]5[C@@H:19]([OH:29])[CH:18]=[CH:17][C@@H:16]46)C(=O)C2=CC=CC=C12.CN.C(Cl)(Cl)Cl. The catalyst is O. The product is [NH2:5][CH2:6][CH2:7][CH2:8][O:9][C:10]1[CH:11]=[CH:12][C:13]2[CH2:14][C@H:15]3[N:27]([CH3:28])[CH2:26][CH2:25][C@:21]45[C:22]=2[C:23]=1[O:24][C@H:20]4[C@@H:19]([OH:29])[CH:18]=[CH:17][C@@H:16]35. The yield is 0.880. (2) The reactants are [CH3:1][C:2]1[CH:6]=[C:5]([CH2:7][OH:8])[O:4][N:3]=1.C(N(CC)CC)C.[CH3:16][S:17](Cl)(=[O:19])=[O:18]. The catalyst is ClCCl. The product is [CH3:16][S:17]([O:8][CH2:7][C:5]1[O:4][N:3]=[C:2]([CH3:1])[CH:6]=1)(=[O:19])=[O:18]. The yield is 0.470. (3) The reactants are [F:1][C:2]([F:21])([F:20])[C:3]([F:19])([C:15]([F:18])([F:17])[F:16])[CH2:4][CH:5]([C:11]([F:14])([F:13])[F:12])[CH2:6][CH2:7][CH2:8][CH2:9]I.C(O)C.[S-:25][C:26]#[N:27].[K+]. The catalyst is C(O)(=O)C. The product is [F:1][C:2]([F:21])([F:20])[C:3]([F:19])([C:15]([F:18])([F:17])[F:16])[CH2:4][CH:5]([C:11]([F:14])([F:13])[F:12])[CH2:6][CH2:7][CH2:8][CH2:9][S:25][C:26]#[N:27]. The yield is 0.995. (4) The reactants are O[CH2:2][C:3]([C@H:5]([C@@H:7]([C@@H:9](CO)[OH:10])O)O)=[O:4].[CH2:13]([OH:18])[CH2:14][CH:15]([CH3:17])[CH3:16]. The catalyst is OS(O)(=O)=O. The product is [C:9]([O:18][CH2:13][CH2:14][CH:15]([CH3:17])[CH3:16])(=[O:10])[CH2:7][CH2:5][C:3]([CH3:2])=[O:4]. The yield is 0.160. (5) The reactants are [Si:1]([CH:5]=[N+:6]=[N-:7])([CH3:4])([CH3:3])[CH3:2].C([Li])CCC.[F:13][C:14]1[CH:19]=[C:18]([I:20])[CH:17]=[CH:16][C:15]=1[NH:21][C:22]1[CH:29]=[N:28][CH:27]=[CH:26][C:23]=1[C:24]#[N:25]. The catalyst is CCOCC. The product is [F:13][C:14]1[CH:19]=[C:18]([I:20])[CH:17]=[CH:16][C:15]=1[NH:21][C:22]1[CH:29]=[N:28][CH:27]=[CH:26][C:23]=1[C:24]1[N:25]=[N:7][NH:6][C:5]=1[Si:1]([CH3:4])([CH3:3])[CH3:2]. The yield is 0.400.